This data is from Full USPTO retrosynthesis dataset with 1.9M reactions from patents (1976-2016). The task is: Predict the reactants needed to synthesize the given product. (1) Given the product [CH3:33][O:32][C:24]1[CH:23]=[C:22]([CH:2]2[C:10]3[C:5](=[CH:6][CH:7]=[CH:8][CH:9]=3)[N:4]([CH2:11][C:12]3[O:13][C:14]([C:17]([F:19])([F:20])[F:18])=[CH:15][CH:16]=3)[C:3]2=[O:21])[C:27]([O:28][CH2:29][O:30][CH3:31])=[CH:26][N:25]=1, predict the reactants needed to synthesize it. The reactants are: O[C:2]1([C:22]2[C:27]([O:28][CH2:29][O:30][CH3:31])=[CH:26][N:25]=[C:24]([O:32][CH3:33])[CH:23]=2)[C:10]2[C:5](=[CH:6][CH:7]=[CH:8][CH:9]=2)[N:4]([CH2:11][C:12]2[O:13][C:14]([C:17]([F:20])([F:19])[F:18])=[CH:15][CH:16]=2)[C:3]1=[O:21].C(N(CC)CC)C.S(Cl)(Cl)=O. (2) Given the product [ClH:7].[NH2:8][C:9]([NH:11][C:12]1[NH:13][C:14]2[C:19]([C:20]=1[C:21]([NH2:23])=[O:22])=[CH:18][CH:17]=[C:16]([C:24]1[CH:29]=[CH:28][C:27]([CH2:30][CH2:31][NH2:32])=[CH:26][CH:25]=1)[CH:15]=2)=[O:10], predict the reactants needed to synthesize it. The reactants are: O1CCOCC1.[Cl-:7].[NH2:8][C:9]([NH:11][C:12]1[NH:13][C:14]2[C:19]([C:20]=1[C:21]([NH2:23])=[O:22])=[CH:18][CH:17]=[C:16]([C:24]1[CH:29]=[CH:28][C:27]([CH2:30][CH2:31][NH:32]C(OC(C)(C)C)=O)=[CH:26][CH:25]=1)[CH:15]=2)=[O:10]. (3) Given the product [F:36][C:27]1[C:28]([F:35])=[C:29]([F:34])[C:30]([F:33])=[C:31]([F:32])[C:26]=1[O:25][S:22]([C:19]1[CH:20]=[CH:21][C:13]2[N:12]([C:3]3[CH:4]=[CH:5][C:6]([C:8]([F:9])([F:10])[F:11])=[CH:7][C:2]=3[C:45]3[CH2:50][CH2:49][N:48]([C:51]([O:53][C:54]([CH3:57])([CH3:56])[CH3:55])=[O:52])[CH2:47][CH:46]=3)[CH2:17][CH2:16][O:15][C:14]=2[CH:18]=1)(=[O:23])=[O:24], predict the reactants needed to synthesize it. The reactants are: Br[C:2]1[CH:7]=[C:6]([C:8]([F:11])([F:10])[F:9])[CH:5]=[CH:4][C:3]=1[N:12]1[CH2:17][CH2:16][O:15][C:14]2[CH:18]=[C:19]([S:22]([O:25][C:26]3[C:31]([F:32])=[C:30]([F:33])[C:29]([F:34])=[C:28]([F:35])[C:27]=3[F:36])(=[O:24])=[O:23])[CH:20]=[CH:21][C:13]1=2.CC1(C)C(C)(C)OB([C:45]2[CH2:50][CH2:49][N:48]([C:51]([O:53][C:54]([CH3:57])([CH3:56])[CH3:55])=[O:52])[CH2:47][CH:46]=2)O1.P([O-])([O-])([O-])=O.[K+].[K+].[K+].O1CCOCC1.